From a dataset of Forward reaction prediction with 1.9M reactions from USPTO patents (1976-2016). Predict the product of the given reaction. Given the reactants [Br:1][C:2]1[CH:7]=[CH:6][CH:5]=[CH:4][C:3]=1[CH:8](O)[C:9]([O:11][CH2:12][CH3:13])=[O:10].COCCN(S(F)(F)[F:25])CCOC, predict the reaction product. The product is: [Br:1][C:2]1[CH:7]=[CH:6][CH:5]=[CH:4][C:3]=1[CH:8]([F:25])[C:9]([O:11][CH2:12][CH3:13])=[O:10].